Dataset: Reaction yield outcomes from USPTO patents with 853,638 reactions. Task: Predict the reaction yield, written as a fraction of the theoretical maximum amount of product (1.0 means a 100% yield; for example, 0.34 means a 34% yield). (1) The reactants are [CH3:1][O:2][C:3]1[C:9]([CH2:10][CH2:11][N:12]2[CH2:17][CH2:16][N:15]([C:18]3[CH:27]=[CH:26][CH:25]=[C:24]4[C:19]=3[CH:20]=[CH:21][C:22]([CH3:28])=[N:23]4)[CH2:14][CH2:13]2)=[CH:8][CH:7]=[CH:6][C:4]=1[NH2:5].[CH3:29][S:30]([Cl:33])(=[O:32])=[O:31]. No catalyst specified. The product is [ClH:33].[ClH:33].[CH3:1][O:2][C:3]1[C:9]([CH2:10][CH2:11][N:12]2[CH2:13][CH2:14][N:15]([C:18]3[CH:27]=[CH:26][CH:25]=[C:24]4[C:19]=3[CH:20]=[CH:21][C:22]([CH3:28])=[N:23]4)[CH2:16][CH2:17]2)=[CH:8][CH:7]=[CH:6][C:4]=1[NH:5][S:30]([CH3:29])(=[O:32])=[O:31]. The yield is 0.720. (2) The reactants are [CH:1]1([CH2:4][N:5]([C:17]2[CH:28]=[C:27]3[C:29]4[CH:23]([CH2:24][CH2:25][CH2:26]3)[CH2:22][CH2:21][CH2:20][C:19]=4[CH:18]=2)[C:6]2[CH:16]=[CH:15][C:9]([C:10]([O:12]CC)=[O:11])=[CH:8][CH:7]=2)[CH2:3][CH2:2]1.[OH-].[Na+].Cl. The catalyst is C(O)C. The product is [CH:1]1([CH2:4][N:5]([C:17]2[CH:18]=[C:19]3[C:29]4[CH:23]([CH2:22][CH2:21][CH2:20]3)[CH2:24][CH2:25][CH2:26][C:27]=4[CH:28]=2)[C:6]2[CH:7]=[CH:8][C:9]([C:10]([OH:12])=[O:11])=[CH:15][CH:16]=2)[CH2:3][CH2:2]1. The yield is 0.820. (3) The reactants are [C:1]1([C:7]2[C:16]([N:17]3[CH2:22][CH2:21][NH:20][CH2:19][CH2:18]3)=[N:15][C:14]3[C:9](=[CH:10][CH:11]=[C:12]([C:23]([O:25]C)=[O:24])[CH:13]=3)[N:8]=2)[CH:6]=[CH:5][CH:4]=[CH:3][CH:2]=1.[OH-].[Na+]. The catalyst is C1COCC1.CO.O. The product is [C:1]1([C:7]2[C:16]([N:17]3[CH2:18][CH2:19][NH:20][CH2:21][CH2:22]3)=[N:15][C:14]3[C:9](=[CH:10][CH:11]=[C:12]([C:23]([OH:25])=[O:24])[CH:13]=3)[N:8]=2)[CH:2]=[CH:3][CH:4]=[CH:5][CH:6]=1. The yield is 0.290. (4) The reactants are Br[C:2]1[CH:15]=[CH:14][CH:13]=[CH:12][C:3]=1[CH2:4][NH:5][C:6](=[O:11])[C:7]([F:10])([F:9])[F:8].CC1(C)C(C)(C)OB([C:24]2[CH:30]=[CH:29][C:27]([NH2:28])=[CH:26][CH:25]=2)O1.C1C=CC(P(C2C=CC=CC=2)C2C=CC=CC=2)=CC=1.C([O-])([O-])=O.[K+].[K+]. The catalyst is CN(C=O)C.CC([O-])=O.CC([O-])=O.[Pd+2]. The product is [NH2:28][C:27]1[CH:29]=[CH:30][C:24]([C:2]2[CH:15]=[CH:14][CH:13]=[CH:12][C:3]=2[CH2:4][NH:5][C:6](=[O:11])[C:7]([F:10])([F:9])[F:8])=[CH:25][CH:26]=1. The yield is 0.490.